Predict the reactants needed to synthesize the given product. From a dataset of Full USPTO retrosynthesis dataset with 1.9M reactions from patents (1976-2016). (1) Given the product [ClH:1].[NH2:2][C@@H:3]([CH2:4][S:5][C:15]([CH3:17])([C:9]1[CH:14]=[CH:13][CH:12]=[CH:11][CH:10]=1)[CH3:16])[C:6]([OH:8])=[O:7], predict the reactants needed to synthesize it. The reactants are: [ClH:1].[NH2:2][C@H:3]([C:6]([OH:8])=[O:7])[CH2:4][SH:5].[C:9]1([C:15](O)([CH3:17])[CH3:16])[CH:14]=[CH:13][CH:12]=[CH:11][CH:10]=1. (2) Given the product [NH2:1][C:2]1[CH:3]=[C:4]([C:8]2[C:16]3[C:11](=[CH:12][CH:13]=[C:14]([C:17]([NH2:18])=[O:26])[CH:15]=3)[NH:10][N:9]=2)[CH:5]=[CH:6][CH:7]=1, predict the reactants needed to synthesize it. The reactants are: [NH2:1][C:2]1[CH:3]=[C:4]([C:8]2[C:16]3[C:11](=[CH:12][CH:13]=[C:14]([C:17]#[N:18])[CH:15]=3)[N:10](C3CCCCO3)[N:9]=2)[CH:5]=[CH:6][CH:7]=1.C[O:26]CC(Cl)=O.C(N(CC)CC)C. (3) Given the product [F:25][C:15]1[CH:16]=[N:17][C:18]2[CH:19]=[CH:20][C:21](=[O:24])[N:22]3[C@@H:11]([CH2:10][N:7]4[CH2:6][CH2:5][CH:4]([NH:3][CH2:35][C:32]5[N:31]=[CH:30][C:29]6[O:28][CH2:27][S:26][C:34]=6[CH:33]=5)[CH2:9][CH2:8]4)[CH2:12][O:13][C:14]=1[C:23]=23, predict the reactants needed to synthesize it. The reactants are: Cl.Cl.[NH2:3][CH:4]1[CH2:9][CH2:8][N:7]([CH2:10][C@@H:11]2[N:22]3[C:23]4[C:14](=[C:15]([F:25])[CH:16]=[N:17][C:18]=4[CH:19]=[CH:20][C:21]3=[O:24])[O:13][CH2:12]2)[CH2:6][CH2:5]1.[S:26]1[C:34]2[CH:33]=[C:32]([CH:35]=O)[N:31]=[CH:30][C:29]=2[O:28][CH2:27]1. (4) Given the product [O:13]1[CH2:17][CH2:16][CH:15]([CH:18]=[CH:3][C:2](=[O:1])[CH3:10])[CH2:14]1, predict the reactants needed to synthesize it. The reactants are: [O:1]=[C:2]([CH3:10])[CH2:3]P(=O)(OC)OC.[OH-].[K+].[O:13]1[CH2:17][CH2:16][CH:15]([CH:18]=O)[CH2:14]1. (5) The reactants are: [NH2:1][C:2]([C:4]1[CH:9]=[CH:8][C:7]([C:10]2[C:11]3[N:12]([C:25]([CH2:28][CH3:29])=[CH:26][CH:27]=3)[N:13]=[C:14]([CH3:24])[C:15]=2[CH2:16][CH2:17][CH2:18][CH2:19][CH2:20][C:21]([OH:23])=[O:22])=[CH:6][CH:5]=1)=[O:3].[OH-].[Na+:31]. Given the product [Na+:31].[NH2:1][C:2]([C:4]1[CH:9]=[CH:8][C:7]([C:10]2[C:11]3[N:12]([C:25]([CH2:28][CH3:29])=[CH:26][CH:27]=3)[N:13]=[C:14]([CH3:24])[C:15]=2[CH2:16][CH2:17][CH2:18][CH2:19][CH2:20][C:21]([O-:23])=[O:22])=[CH:6][CH:5]=1)=[O:3], predict the reactants needed to synthesize it. (6) Given the product [CH3:1][O:2][C:3](=[O:4])[CH:5]=[C:28]1[C:29]2[C:34](=[CH:33][CH:32]=[CH:31][CH:30]=2)[C:24]2([CH2:23][CH2:22][N:21]([C:19]([O:18][C:14]([CH3:15])([CH3:16])[CH3:17])=[O:20])[CH2:26][CH2:25]2)[CH2:27]1, predict the reactants needed to synthesize it. The reactants are: [CH3:1][O:2][C:3]([CH2:5]P(OC)(OC)=O)=[O:4].[H-].[Na+].[C:14]([O:18][C:19]([N:21]1[CH2:26][CH2:25][C:24]2([C:34]3[C:29](=[CH:30][CH:31]=[CH:32][CH:33]=3)[C:28](=O)[CH2:27]2)[CH2:23][CH2:22]1)=[O:20])([CH3:17])([CH3:16])[CH3:15]. (7) Given the product [CH3:1][O:2][CH2:3][O:4][C:5]1[CH:14]=[CH:13][C:8]([C:9]([OH:11])=[O:10])=[CH:7][CH:6]=1, predict the reactants needed to synthesize it. The reactants are: [CH3:1][O:2][CH2:3][O:4][C:5]1[CH:14]=[CH:13][C:8]([C:9]([O:11]C)=[O:10])=[CH:7][CH:6]=1.[OH-].[Li+]. (8) Given the product [CH3:27][O:26][C:24](=[O:25])[CH:23]=[CH:22][CH2:21][N:11]1[CH2:12][CH2:13][N:8]([CH2:1][C:2]2[CH:3]=[CH:4][CH:5]=[CH:6][CH:7]=2)[CH2:9][CH2:10]1, predict the reactants needed to synthesize it. The reactants are: [CH2:1]([N:8]1[CH2:13][CH2:12][NH:11][CH2:10][CH2:9]1)[C:2]1[CH:7]=[CH:6][CH:5]=[CH:4][CH:3]=1.C(=O)([O-])[O-].[K+].[K+].Br[CH2:21]/[CH:22]=[CH:23]/[C:24]([O:26][CH3:27])=[O:25]. (9) Given the product [CH3:1][O:2][C:3](=[O:22])[CH2:4][C:5]1[CH:10]=[C:9]([S:30]([C:29]2[CH:28]=[C:27]([C:33]3[CH:34]=[CH:35][C:36]([C:39]([F:42])([F:40])[F:41])=[CH:37][CH:38]=3)[S:26][C:25]=2[CH3:24])(=[O:32])=[O:31])[CH:8]=[C:7]([O:19][CH2:20][CH3:21])[CH:6]=1, predict the reactants needed to synthesize it. The reactants are: [CH3:1][O:2][C:3](=[O:22])[CH2:4][C:5]1[CH:10]=[C:9](OS(C(F)(F)F)(=O)=O)[CH:8]=[C:7]([O:19][CH2:20][CH3:21])[CH:6]=1.[Na+].[CH3:24][C:25]1[S:26][C:27]([C:33]2[CH:38]=[CH:37][C:36]([C:39]([F:42])([F:41])[F:40])=[CH:35][CH:34]=2)=[CH:28][C:29]=1[S:30]([O-:32])=[O:31].CC1(C)C2C(=C(P(C3C=CC=CC=3)C3C=CC=CC=3)C=CC=2)OC2C(P(C3C=CC=CC=3)C3C=CC=CC=3)=CC=CC1=2.C(=O)([O-])[O-].[Cs+].[Cs+].C1(C)C=CC=CC=1.